The task is: Predict the reaction yield, written as a fraction of the theoretical maximum amount of product (1.0 means a 100% yield; for example, 0.34 means a 34% yield).. This data is from Reaction yield outcomes from USPTO patents with 853,638 reactions. (1) The reactants are [CH3:1][O:2][C:3]([C:5]1[C:10]([CH:11]=[CH2:12])=[C:9]([NH2:13])[N:8]=[C:7]([C:14]2[CH:19]=[CH:18][C:17]([Cl:20])=[C:16]([O:21][CH3:22])[C:15]=2[F:23])[N:6]=1)=[O:4].[Br:24]Br.C(N(CC)CC)C. The catalyst is C(Cl)(Cl)Cl. The product is [CH3:1][O:2][C:3]([C:5]1[C:10](/[CH:11]=[CH:12]/[Br:24])=[C:9]([NH2:13])[N:8]=[C:7]([C:14]2[CH:19]=[CH:18][C:17]([Cl:20])=[C:16]([O:21][CH3:22])[C:15]=2[F:23])[N:6]=1)=[O:4]. The yield is 0.560. (2) The reactants are COC1C=C(OC)C=CC=1[CH2:11][N:12]([CH2:14][C:15]1[C:19]([F:20])=[C:18]([C:21]2[C:22]([F:27])=[N:23][CH:24]=[CH:25][CH:26]=2)[N:17]([S:28]([C:31]2[CH:36]=[CH:35][CH:34]=[CH:33][CH:32]=2)(=[O:30])=[O:29])[CH:16]=1)C.C(Cl)(=O)OC(Cl)C.C(N(CC)CC)C.O. The yield is 0.750. The catalyst is O1CCCC1. The product is [F:20][C:19]1[C:15]([CH2:14][NH:12][CH3:11])=[CH:16][N:17]([S:28]([C:31]2[CH:36]=[CH:35][CH:34]=[CH:33][CH:32]=2)(=[O:30])=[O:29])[C:18]=1[C:21]1[C:22]([F:27])=[N:23][CH:24]=[CH:25][CH:26]=1. (3) The reactants are [CH3:1][C:2]1[CH:3]=[C:4]([CH:17]=[C:18]([CH3:20])[CH:19]=1)[O:5][C:6]1[CH:13]=[CH:12][C:9]([C:10]#[N:11])=[CH:8][C:7]=1[N+:14]([O-])=O.S(S([O-])=O)([O-])=O.[Na+].[Na+]. The catalyst is C1COCC1.O. The product is [NH2:14][C:7]1[CH:8]=[C:9]([CH:12]=[CH:13][C:6]=1[O:5][C:4]1[CH:3]=[C:2]([CH3:1])[CH:19]=[C:18]([CH3:20])[CH:17]=1)[C:10]#[N:11]. The yield is 0.952.